This data is from Experimentally validated miRNA-target interactions with 360,000+ pairs, plus equal number of negative samples. The task is: Binary Classification. Given a miRNA mature sequence and a target amino acid sequence, predict their likelihood of interaction. The miRNA is hsa-miR-4682 with sequence UCUGAGUUCCUGGAGCCUGGUCU. The protein sequence of the target gene is MTAGAGVLLLLLSLSGALRAHNEDLTTRETCKAGFSEDDYTALISQNILEGEKLLQVKFSSCVGTKGTQYETNSMDFKVGADGTVFATRELQVPSEQVAFTVTAWDSQTAEKWDAVVRLLVAQTSSPHSGHKPQKGKKVVALDPSPPPKDTLLPWPQHQNANGLRRRKRDWVIPPINVPENSRGPFPQQLVRIRSDKDNDIPIRYSITGVGADQPPMEVFSIDSMSGRMYVTRPMDREEHASYHLRAHAVDMNGNKVENPIDLYIYVIDMNDNRPEFINQVYNGSVDEGSKPGTYVMTVT.... Result: 0 (no interaction).